Task: Binary Classification. Given a drug SMILES string, predict its activity (active/inactive) in a high-throughput screening assay against a specified biological target.. Dataset: Orexin1 receptor HTS with 218,158 compounds and 233 confirmed actives (1) The compound is S(=O)(=O)(NCCO)c1c2ncccc2ccc1. The result is 0 (inactive). (2) The result is 0 (inactive). The molecule is FC(F)(F)C(=O)N(C(C(=O)NC1CCCCC1)c1ccncc1)C(C)C. (3) The molecule is S1(=O)(=O)N(C(=C(OC(=O)COc2ccccc2)c2c1cccc2)C(=O)c1ccccc1)CC=C. The result is 0 (inactive). (4) The drug is Clc1ccc(CC(=O)NC2CS(=O)(=O)CC2)cc1. The result is 0 (inactive). (5) The molecule is S(CC(=O)N1CCN(CC1)C(OCC)=O)c1nn2c(nnc2c2ccncc2)cc1. The result is 0 (inactive).